This data is from Full USPTO retrosynthesis dataset with 1.9M reactions from patents (1976-2016). The task is: Predict the reactants needed to synthesize the given product. (1) Given the product [Cl:8][C:9]1[CH:10]=[C:11]([C:16]2([C:30]([F:32])([F:31])[F:33])[O:20][N:19]=[C:18]([C:21]3[CH:22]=[CH:23][C:24]([N:1]4[CH:5]=[CH:4][CH:3]=[N:2]4)=[C:25]([CH:28]=3)[C:26]#[N:27])[CH2:17]2)[CH:12]=[C:13]([Cl:15])[CH:14]=1, predict the reactants needed to synthesize it. The reactants are: [NH:1]1[CH:5]=[CH:4][CH:3]=[N:2]1.[H-].[Na+].[Cl:8][C:9]1[CH:10]=[C:11]([C:16]2([C:30]([F:33])([F:32])[F:31])[O:20][N:19]=[C:18]([C:21]3[CH:22]=[CH:23][C:24](F)=[C:25]([CH:28]=3)[C:26]#[N:27])[CH2:17]2)[CH:12]=[C:13]([Cl:15])[CH:14]=1.O. (2) Given the product [SH:4][CH2:5][CH2:6][CH2:7][CH2:8][CH2:9][CH2:10][CH2:11][CH2:12]/[C:13](=[C:19](\[CH2:25][CH2:26][CH2:27][CH2:28][CH2:29][CH2:30][CH2:31][CH2:32][SH:33])/[CH2:20][CH2:21][OH:22])/[CH2:14][CH2:15][OH:16], predict the reactants needed to synthesize it. The reactants are: C([S:4][CH2:5][CH2:6][CH2:7][CH2:8][CH2:9][CH2:10][CH2:11][CH2:12][C:13](=[C:19]([CH2:25][CH2:26][CH2:27][CH2:28][CH2:29][CH2:30][CH2:31][CH2:32][S:33]C(=O)C)[CH2:20][C:21](OC)=[O:22])[CH2:14][C:15](OC)=[O:16])(=O)C.C1COCC1.CC(C[AlH]CC(C)C)C. (3) Given the product [CH3:1][C:2]1[CH:6]=[C:5]([C:7]([OH:9])=[O:8])[NH:4][N:3]=1, predict the reactants needed to synthesize it. The reactants are: [CH3:1][C:2]1[CH:6]=[C:5]([C:7]([O:9]CC)=[O:8])[NH:4][N:3]=1.[Li+].[OH-]. (4) Given the product [NH2:2][C:3]1[CH:11]=[CH:10][C:6]([C:7]([O:9][CH3:14])=[O:8])=[CH:5][C:4]=1[CH2:12][CH3:13], predict the reactants needed to synthesize it. The reactants are: Cl.[NH2:2][C:3]1[CH:11]=[CH:10][C:6]([C:7]([OH:9])=[O:8])=[CH:5][C:4]=1[CH2:12][CH3:13].[CH3:14]O. (5) The reactants are: [F:1][C:2]1[CH:11]=[C:10]([NH:12][S:13]([C:16]2[CH:21]=[CH:20][C:19]([CH:22]=O)=[CH:18][C:17]=2[CH3:24])(=[O:15])=[O:14])[CH:9]=[CH:8][C:3]=1[C:4]([O:6][CH3:7])=[O:5].[C:25]([NH2:29])([CH3:28])([CH3:27])[CH3:26].C([BH3-])#N.[Na+]. Given the product [C:25]([NH:29][CH2:22][C:19]1[CH:20]=[CH:21][C:16]([S:13]([NH:12][C:10]2[CH:9]=[CH:8][C:3]([C:4]([O:6][CH3:7])=[O:5])=[C:2]([F:1])[CH:11]=2)(=[O:14])=[O:15])=[C:17]([CH3:24])[CH:18]=1)([CH3:28])([CH3:27])[CH3:26], predict the reactants needed to synthesize it. (6) Given the product [CH:34]1([C:37]2[C:38]([O:51][CH2:52][C:53]3([F:69])[CH2:54][CH2:55][N:56]([C@@H:59]([C:61]4[CH:66]=[C:65]([Cl:67])[CH:64]=[C:63]([Cl:68])[CH:62]=4)[CH3:60])[CH2:57][CH2:58]3)=[CH:39][C:40]([F:50])=[C:41]([CH:49]=2)[C:42]([OH:44])=[O:43])[CH2:36][CH2:35]1, predict the reactants needed to synthesize it. The reactants are: C(OC(C1C(F)=CC(OCC2(F)CCN(C(OC(C)(C)C)=O)CC2)=C(C2CC2)C=1)=O)(C)(C)C.[CH:34]1([C:37]2[C:38]([O:51][CH2:52][C:53]3([F:69])[CH2:58][CH2:57][N:56]([C@H:59]([C:61]4[CH:66]=[C:65]([Cl:67])[CH:64]=[C:63]([Cl:68])[CH:62]=4)[CH3:60])[CH2:55][CH2:54]3)=[CH:39][C:40]([F:50])=[C:41]([CH:49]=2)[C:42]([O:44]C(C)(C)C)=[O:43])[CH2:36][CH2:35]1. (7) Given the product [Cl:1][C:2]1[CH:7]=[CH:6][C:5]([NH:8][C:9]2[C:14]([NH2:15])=[CH:13][CH:12]=[CH:11][N:10]=2)=[CH:4][CH:3]=1, predict the reactants needed to synthesize it. The reactants are: [Cl:1][C:2]1[CH:7]=[CH:6][C:5]([NH:8][C:9]2[C:14]([N+:15]([O-])=O)=[CH:13][CH:12]=[CH:11][N:10]=2)=[CH:4][CH:3]=1. (8) Given the product [C:10]([C:9]1[CH:8]=[C:7]([C:5]2[N:6]=[C:2]([N:18]3[CH2:17][CH2:16][N:15]([C:21]([O:23][C:24]([CH3:27])([CH3:26])[CH3:25])=[O:22])[CH2:20][CH2:19]3)[S:3][CH:4]=2)[CH:14]=[CH:13][CH:12]=1)#[N:11], predict the reactants needed to synthesize it. The reactants are: Br[C:2]1[S:3][CH:4]=[C:5]([C:7]2[CH:8]=[C:9]([CH:12]=[CH:13][CH:14]=2)[C:10]#[N:11])[N:6]=1.[N:15]1([C:21]([O:23][C:24]([CH3:27])([CH3:26])[CH3:25])=[O:22])[CH2:20][CH2:19][NH:18][CH2:17][CH2:16]1.C(=O)([O-])[O-].[K+].[K+].O.